Dataset: Forward reaction prediction with 1.9M reactions from USPTO patents (1976-2016). Task: Predict the product of the given reaction. (1) Given the reactants [Si:1]([O:8][C@H:9]1[C@@H:13]([O:14][Si:15]([C:18]([CH3:21])([CH3:20])[CH3:19])([CH3:17])[CH3:16])[C@H:12]([N:22]2[CH:27]=[CH:26][C:25](=[O:28])[N:24]([CH2:29][C:30]3[CH:35]=[CH:34][C:33]([O:36][CH3:37])=[CH:32][CH:31]=3)[C:23]2=[O:38])[O:11][CH:10]1[C@H:39]([OH:70])[C@@H:40]([C:63]([O:65][C:66]([CH3:69])([CH3:68])[CH3:67])=[O:64])[NH:41][CH2:42][CH2:43][CH2:44][NH:45][C:46](=[O:62])[C@H:47]([C@@H:59]([OH:61])[CH3:60])[NH:48]C(=O)OCC1C=CC=CC=1)([C:4]([CH3:7])([CH3:6])[CH3:5])([CH3:3])[CH3:2], predict the reaction product. The product is: [NH2:48][C@@H:47]([C@@H:59]([OH:61])[CH3:60])[C:46]([NH:45][CH2:44][CH2:43][CH2:42][NH:41][C@@H:40]([C@H:39]([CH:10]1[C@@H:9]([O:8][Si:1]([C:4]([CH3:5])([CH3:6])[CH3:7])([CH3:3])[CH3:2])[C@@H:13]([O:14][Si:15]([C:18]([CH3:19])([CH3:20])[CH3:21])([CH3:17])[CH3:16])[C@H:12]([N:22]2[CH:27]=[CH:26][C:25](=[O:28])[N:24]([CH2:29][C:30]3[CH:35]=[CH:34][C:33]([O:36][CH3:37])=[CH:32][CH:31]=3)[C:23]2=[O:38])[O:11]1)[OH:70])[C:63]([O:65][C:66]([CH3:68])([CH3:69])[CH3:67])=[O:64])=[O:62]. (2) Given the reactants [F:1][C:2]1[C:7]([CH:8]=[O:9])=[C:6]([O:10]C)[C:5]([O:12]C)=[CH:4][CH:3]=1.B(Br)(Br)Br.Cl, predict the reaction product. The product is: [F:1][C:2]1[C:7]([CH:8]=[O:9])=[C:6]([OH:10])[C:5]([OH:12])=[CH:4][CH:3]=1. (3) Given the reactants [Cl:1][C:2]1[C:7]([O:8][CH3:9])=[CH:6][C:5]([O:10][CH3:11])=[C:4]([Cl:12])[C:3]=1[C:13]1[N:18]=[CH:17][C:16]2[C:19](I)=[N:20][NH:21][C:15]=2[CH:14]=1.CC1(C)C(C)(C)OB([C:31]2[CH:32]=[N:33][N:34]([CH:36]([CH3:39])[C:37]#[N:38])[CH:35]=2)O1, predict the reaction product. The product is: [Cl:1][C:2]1[C:7]([O:8][CH3:9])=[CH:6][C:5]([O:10][CH3:11])=[C:4]([Cl:12])[C:3]=1[C:13]1[N:18]=[CH:17][C:16]2[C:19]([C:31]3[CH:32]=[N:33][N:34]([CH:36]([CH3:39])[C:37]#[N:38])[CH:35]=3)=[N:20][NH:21][C:15]=2[CH:14]=1. (4) Given the reactants [CH3:1][CH:2]([CH3:14])[CH2:3][C:4]([C:6]1[S:7][CH:8]=[CH:9][C:10]=1[C:11](O)=[O:12])=O.[CH3:15][NH:16][NH2:17], predict the reaction product. The product is: [CH3:15][N:16]1[C:11](=[O:12])[C:10]2[CH:9]=[CH:8][S:7][C:6]=2[C:4]([CH2:3][CH:2]([CH3:14])[CH3:1])=[N:17]1.